Task: Predict the product of the given reaction.. Dataset: Forward reaction prediction with 1.9M reactions from USPTO patents (1976-2016) (1) Given the reactants [N+:1]([C:4]1[CH:5]=[N:6][N:7]([CH2:9][CH2:10][CH2:11][N:12]2[CH2:17][CH2:16][CH2:15][CH:14]([OH:18])[CH2:13]2)[CH:8]=1)([O-])=O, predict the reaction product. The product is: [NH2:1][C:4]1[CH:5]=[N:6][N:7]([CH2:9][CH2:10][CH2:11][N:12]2[CH2:17][CH2:16][CH2:15][CH:14]([OH:18])[CH2:13]2)[CH:8]=1. (2) Given the reactants [CH2:1]([N:8]1[C:12]([CH3:13])=[C:11]([I:14])[CH:10]=[C:9]1[C:15]([OH:17])=O)[C:2]1[CH:7]=[CH:6][CH:5]=[CH:4][CH:3]=1.C(N1C=CN=C1)([N:20]1C=CN=C1)=O.[OH-], predict the reaction product. The product is: [CH2:1]([N:8]1[C:12]([CH3:13])=[C:11]([I:14])[CH:10]=[C:9]1[C:15]([NH2:20])=[O:17])[C:2]1[CH:7]=[CH:6][CH:5]=[CH:4][CH:3]=1. (3) The product is: [ClH:42].[ClH:42].[N+:27]([C:30]1[CH:35]=[CH:34][C:33]([CH2:36][CH2:37][CH2:38][NH:1][CH2:2][CH2:3][NH:4][S:5]([C:8]2[C:9]3[CH:10]=[CH:11][N:12]=[CH:13][C:14]=3[CH:15]=[C:16]([C:18]3[CH:23]=[CH:22][CH:21]=[C:20]([CH:24]([F:26])[F:25])[CH:19]=3)[CH:17]=2)(=[O:7])=[O:6])=[CH:32][CH:31]=1)([O-:29])=[O:28]. Given the reactants [NH2:1][CH2:2][CH2:3][NH:4][S:5]([C:8]1[C:9]2[CH:10]=[CH:11][N:12]=[CH:13][C:14]=2[CH:15]=[C:16]([C:18]2[CH:23]=[CH:22][CH:21]=[C:20]([CH:24]([F:26])[F:25])[CH:19]=2)[CH:17]=1)(=[O:7])=[O:6].[N+:27]([C:30]1[CH:35]=[CH:34][C:33]([CH2:36][CH2:37][CH:38]=O)=[CH:32][CH:31]=1)([O-:29])=[O:28].[BH4-].[Na+].[Cl:42]CCl, predict the reaction product. (4) The product is: [CH3:23][C:6]1[N:7]([CH2:17][C:18]([OH:20])=[O:19])[C:8]2[CH2:9][C:10]([CH3:16])([CH3:15])[CH2:11][C:12](=[O:14])[C:13]=2[C:5]=1[S:2](=[O:3])(=[O:4])[N:32]([CH3:31])[C:33]1[CH:38]=[CH:37][CH:36]=[CH:35][CH:34]=1. Given the reactants Cl[S:2]([C:5]1[C:13]2[C:12](=[O:14])[CH2:11][C:10]([CH3:16])([CH3:15])[CH2:9][C:8]=2[N:7]([CH2:17][C:18]([O:20]CC)=[O:19])[C:6]=1[CH3:23])(=[O:4])=[O:3].C(N(CC)CC)C.[CH3:31][NH:32][C:33]1[CH:38]=[CH:37][CH:36]=[CH:35][CH:34]=1, predict the reaction product. (5) Given the reactants [Cl:1][C:2]1[N:6]([CH2:7][CH2:8][O:9][CH3:10])[N:5]=[CH:4][C:3]=1[N+:11]([O-])=O.C(O)(=O)C, predict the reaction product. The product is: [Cl:1][C:2]1[N:6]([CH2:7][CH2:8][O:9][CH3:10])[N:5]=[CH:4][C:3]=1[NH2:11]. (6) Given the reactants [OH:1][C:2]1[CH:7]=[CH:6][C:5](B(O)O)=[CH:4][CH:3]=1.[Cl:11][C:12]1[CH:13]=[C:14](I)[CH:15]=[CH:16][CH:17]=1.C(=O)([O-])[O-].[Cs+].[Cs+], predict the reaction product. The product is: [Cl:11][C:12]1[CH:17]=[C:16]([C:5]2[CH:6]=[CH:7][C:2]([OH:1])=[CH:3][CH:4]=2)[CH:15]=[CH:14][CH:13]=1. (7) The product is: [N:24]1[C:25]2[C:20](=[CH:19][CH:18]=[CH:17][C:16]=2[NH:15][C:9]([C:4]2[CH:3]=[CH:2][NH:1][N:5]=2)=[O:10])[CH:21]=[CH:22][CH:23]=1. Given the reactants [N:1]1[N:5]2[C:9](=[O:10])[C:4]3[N:5]([N:1]=[CH:2][CH:3]=3)[C:9](=[O:10])[C:4]2=[CH:3][CH:2]=1.[NH2:15][C:16]1[CH:17]=[CH:18][CH:19]=[C:20]2[C:25]=1[N:24]=[CH:23][CH:22]=[CH:21]2, predict the reaction product. (8) Given the reactants [F:1][C:2]1[CH:7]=[CH:6][C:5]([C:8]2[C:13]([C:14]3[CH:15]=[C:16]4[C:20](=[CH:21][CH:22]=3)[N:19]([C:23]([N:25]3[C:33]5C(=C[C:30]([C:34]6[C:35](C7C=CC(F)=C(C)C=7)=[N:36]C=CC=6)=[CH:31][CH:32]=5)C=N3)=[O:24])[N:18]=[CH:17]4)=[CH:12][CH:11]=[CH:10][N:9]=2)=[CH:4][C:3]=1[CH3:48].[ClH:49], predict the reaction product. The product is: [ClH:49].[NH2:36][C@@H:35]1[CH2:34][CH2:30][CH2:31][CH2:32][C@H:33]1[NH:25][C:23]([N:19]1[C:20]2[C:16](=[CH:15][C:14]([C:13]3[C:8]([C:5]4[CH:6]=[CH:7][C:2]([F:1])=[C:3]([CH3:48])[CH:4]=4)=[N:9][CH:10]=[CH:11][CH:12]=3)=[CH:22][CH:21]=2)[CH:17]=[N:18]1)=[O:24]. (9) Given the reactants Cl[CH2:2][CH2:3][CH2:4][CH:5]=[CH:6][CH2:7][CH2:8][C:9]([F:15])([F:14])[C:10]([F:13])([F:12])[F:11].[I-:16].[K+].CCCCCC.O, predict the reaction product. The product is: [I:16][CH2:2][CH2:3][CH2:4][CH:5]=[CH:6][CH2:7][CH2:8][C:9]([F:15])([F:14])[C:10]([F:13])([F:12])[F:11]. (10) Given the reactants [CH2:1]([O:8][C@@H:9]1[C@@H:17]([OH:18])[C@@H:16]([OH:19])[C@@H:15]([CH3:20])[O:14][C@H:10]1[S:11][CH2:12][CH3:13])[C:2]1[CH:7]=[CH:6][CH:5]=[CH:4][CH:3]=1.CCN(CC)CC.[C:28](Cl)(=[O:35])[C:29]1[CH:34]=[CH:33][CH:32]=[CH:31][CH:30]=1, predict the reaction product. The product is: [C:28]([O:18][C@H:17]1[C@@H:16]([OH:19])[C@@H:15]([CH3:20])[O:14][C@@H:10]([S:11][CH2:12][CH3:13])[C@@H:9]1[O:8][CH2:1][C:2]1[CH:3]=[CH:4][CH:5]=[CH:6][CH:7]=1)(=[O:35])[C:29]1[CH:34]=[CH:33][CH:32]=[CH:31][CH:30]=1.